This data is from Peptide-MHC class II binding affinity with 134,281 pairs from IEDB. The task is: Regression. Given a peptide amino acid sequence and an MHC pseudo amino acid sequence, predict their binding affinity value. This is MHC class II binding data. The peptide sequence is ALLPRAGAAAAAALP. The MHC is HLA-DPA10201-DPB10501 with pseudo-sequence HLA-DPA10201-DPB10501. The binding affinity (normalized) is 0.421.